Dataset: Catalyst prediction with 721,799 reactions and 888 catalyst types from USPTO. Task: Predict which catalyst facilitates the given reaction. (1) Reactant: [CH3:1][O:2][C:3](=[O:29])[CH2:4][CH:5]([C:10]1[CH:15]=[CH:14][C:13]([O:16][CH2:17][CH:18]2[CH2:23][CH2:22][CH2:21][C:20]3([CH2:28][CH2:27][CH2:26][CH2:25][CH2:24]3)[CH2:19]2)=[CH:12][CH:11]=1)[C:6]([NH:8][CH3:9])=O.[N-:30]=[N+:31]=[N-:32].[Na+].FC(F)(F)S(OS(C(F)(F)F)(=O)=O)(=O)=O.C(=O)(O)[O-].[Na+]. Product: [CH3:1][O:2][C:3](=[O:29])[CH2:4][CH:5]([C:6]1[N:8]([CH3:9])[N:32]=[N:31][N:30]=1)[C:10]1[CH:15]=[CH:14][C:13]([O:16][CH2:17][CH:18]2[CH2:23][CH2:22][CH2:21][C:20]3([CH2:28][CH2:27][CH2:26][CH2:25][CH2:24]3)[CH2:19]2)=[CH:12][CH:11]=1. The catalyst class is: 10. (2) Reactant: [NH2:1][C:2]1[CH:7]=[CH:6][C:5]([N:8]2[CH2:13][CH2:12][N:11]([CH:14]([OH:16])[CH3:15])[CH2:10][CH2:9]2)=[CH:4][CH:3]=1.[Br:17][C:18]1[CH:19]=[CH:20][CH:21]=[C:22]2[C:27]=1[N:26]=[C:25](Cl)[N:24]=[CH:23]2.C(O)(C(F)(F)F)=O. Product: [Br:17][C:18]1[CH:19]=[CH:20][CH:21]=[C:22]2[C:27]=1[N:26]=[C:25]([NH:1][C:2]1[CH:3]=[CH:4][C:5]([N:8]3[CH2:9][CH2:10][N:11]([CH:14]([OH:16])[CH3:15])[CH2:12][CH2:13]3)=[CH:6][CH:7]=1)[N:24]=[CH:23]2. The catalyst class is: 114.